Dataset: Full USPTO retrosynthesis dataset with 1.9M reactions from patents (1976-2016). Task: Predict the reactants needed to synthesize the given product. (1) Given the product [CH2:15]([C:17]([C:28]1[CH:33]=[CH:32][C:31](/[CH:34]=[CH:35]/[C:36]2([OH:42])[CH2:41][CH2:40][O:39][CH2:38][CH2:37]2)=[C:30]([CH3:43])[CH:29]=1)([C:20]1[CH:25]=[CH:24][C:23]([OH:26])=[C:22]([CH3:27])[CH:21]=1)[CH2:18][CH3:19])[CH3:16], predict the reactants needed to synthesize it. The reactants are: [H-].COCCO[Al+]OCCOC.[Na+].[H-].[CH2:15]([C:17]([C:28]1[CH:33]=[CH:32][C:31]([C:34]#[C:35][C:36]2([OH:42])[CH2:41][CH2:40][O:39][CH2:38][CH2:37]2)=[C:30]([CH3:43])[CH:29]=1)([C:20]1[CH:25]=[CH:24][C:23]([OH:26])=[C:22]([CH3:27])[CH:21]=1)[CH2:18][CH3:19])[CH3:16]. (2) Given the product [Cl:27][C:23]1[C:24]([CH3:26])=[CH:25][C:20]([O:19][CH2:18][CH2:17][CH2:16][C:7]2[C:6]3[C:10](=[C:2]([C:31]4[CH:32]=[CH:33][S:29][CH:30]=4)[CH:3]=[CH:4][CH:5]=3)[NH:9][C:8]=2[C:11]([O:13][CH2:14][CH3:15])=[O:12])=[CH:21][C:22]=1[CH3:28], predict the reactants needed to synthesize it. The reactants are: Br[C:2]1[CH:3]=[CH:4][CH:5]=[C:6]2[C:10]=1[NH:9][C:8]([C:11]([O:13][CH2:14][CH3:15])=[O:12])=[C:7]2[CH2:16][CH2:17][CH2:18][O:19][C:20]1[CH:25]=[C:24]([CH3:26])[C:23]([Cl:27])=[C:22]([CH3:28])[CH:21]=1.[S:29]1[CH:33]=[CH:32][C:31](B(O)O)=[CH:30]1.